This data is from Full USPTO retrosynthesis dataset with 1.9M reactions from patents (1976-2016). The task is: Predict the reactants needed to synthesize the given product. (1) Given the product [NH2:29][CH2:28][CH2:27][S:26][CH2:30][CH2:31][NH:32][C:2]1[C:11]2[C:6](=[CH:7][CH:8]=[C:9]([CH3:12])[CH:10]=2)[N:5]=[C:4]([N:13]2[CH2:19][C:18]3[CH:20]=[CH:21][CH:22]=[CH:23][C:17]=3[S:16](=[O:25])(=[O:24])[CH2:15][CH2:14]2)[CH:3]=1, predict the reactants needed to synthesize it. The reactants are: Cl[C:2]1[C:11]2[C:6](=[CH:7][CH:8]=[C:9]([CH3:12])[CH:10]=2)[N:5]=[C:4]([N:13]2[CH2:19][C:18]3[CH:20]=[CH:21][CH:22]=[CH:23][C:17]=3[S:16](=[O:25])(=[O:24])[CH2:15][CH2:14]2)[CH:3]=1.[S:26]([CH2:30][CH2:31][NH2:32])[CH2:27][CH2:28][NH2:29]. (2) Given the product [Br:32][CH2:33][C:34]([N:12]1[CH2:13][CH:9]([C:4]2[CH:5]=[CH:6][C:7]([Cl:8])=[C:2]([Cl:1])[CH:3]=2)[CH:10]([CH:14]([O:16][C:17]2[CH:24]=[CH:23][C:20]([C:21]#[N:22])=[CH:19][N:18]=2)[CH3:15])[CH2:11]1)=[O:35], predict the reactants needed to synthesize it. The reactants are: [Cl:1][C:2]1[CH:3]=[C:4]([CH:9]2[CH2:13][NH:12][CH2:11][CH:10]2[CH:14]([O:16][C:17]2[CH:24]=[CH:23][C:20]([C:21]#[N:22])=[CH:19][N:18]=2)[CH3:15])[CH:5]=[CH:6][C:7]=1[Cl:8].CCN(CC)CC.[Br:32][CH2:33][C:34](Cl)=[O:35]. (3) Given the product [CH3:1][N:2]([CH3:16])[CH2:3][CH2:4][N:5]1[C:13]2[C:8](=[CH:9][C:10]([NH:14][C:20]([C:22]3[S:23][CH:24]=[CH:25][CH:26]=3)=[NH:21])=[CH:11][CH:12]=2)[CH:7]=[C:6]1[CH3:15], predict the reactants needed to synthesize it. The reactants are: [CH3:1][N:2]([CH3:16])[CH2:3][CH2:4][N:5]1[C:13]2[C:8](=[CH:9][C:10]([NH2:14])=[CH:11][CH:12]=2)[CH:7]=[C:6]1[CH3:15].I.CS[C:20]([C:22]1[S:23][CH:24]=[CH:25][CH:26]=1)=[NH:21]. (4) Given the product [Cl:1][C:2]1[C:3]([NH:18][CH:19]2[CH2:26][CH:22]3[CH2:23][N:24]([C:30](=[O:31])[CH2:29][C:27]#[N:28])[CH2:25][CH:21]3[CH2:20]2)=[N:4][C:5]([NH:8][C:9]2[CH:10]=[N:11][N:12]([CH2:14][CH:15]3[CH2:17][CH2:16]3)[CH:13]=2)=[N:6][CH:7]=1, predict the reactants needed to synthesize it. The reactants are: [Cl:1][C:2]1[C:3]([NH:18][CH:19]2[CH2:26][CH:22]3[CH2:23][NH:24][CH2:25][CH:21]3[CH2:20]2)=[N:4][C:5]([NH:8][C:9]2[CH:10]=[N:11][N:12]([CH2:14][CH:15]3[CH2:17][CH2:16]3)[CH:13]=2)=[N:6][CH:7]=1.[C:27]([CH2:29][C:30](O)=[O:31])#[N:28].CN(C(ON1N=NC2C=CC=NC1=2)=[N+](C)C)C.F[P-](F)(F)(F)(F)F.CCN(CC)CC. (5) Given the product [CH3:19][O:1][C:2]1[C:7]2[CH:8]=[CH:9][CH:10]=[CH:11][C:6]=2[S:5](=[O:12])(=[O:13])[N:4]([CH3:14])[C:3]=1[C:15]([O:17][CH3:18])=[O:16], predict the reactants needed to synthesize it. The reactants are: [OH:1][C:2]1[C:7]2[CH:8]=[CH:9][CH:10]=[CH:11][C:6]=2[S:5](=[O:13])(=[O:12])[N:4]([CH3:14])[C:3]=1[C:15]([O:17][CH3:18])=[O:16].[C:19](=O)([O-])[O-].[K+].[K+].S(OC)(OC)(=O)=O. (6) Given the product [CH:38]1([N:28]2[CH2:29][CH2:30][CH:14]([O:15][C:16]3[CH:23]=[CH:22][C:19]([C:20]4[N:13]([CH3:12])[C:4](=[O:6])[C:3]5[C:2](=[C:10]([CH3:11])[CH:9]=[CH:8][CH:7]=5)[N:1]=4)=[CH:18][CH:17]=3)[CH2:26][CH2:27]2)[CH2:41][CH2:40][CH2:39]1, predict the reactants needed to synthesize it. The reactants are: [NH2:1][C:2]1[C:10]([CH3:11])=[CH:9][CH:8]=[CH:7][C:3]=1[C:4]([OH:6])=O.[CH3:12][NH2:13].[CH3:14][O:15][C:16]1[CH:23]=[CH:22][C:19]([CH:20]=O)=[CH:18][CH:17]=1.OC1[CH2:30][CH2:29][N:28](C(OC(C)(C)C)=O)[CH2:27][CH2:26]1.[C:38]1(=O)[CH2:41][CH2:40][CH2:39]1. (7) Given the product [C:10]([CH:12]([CH2:2][CH:3]([O:7][CH2:8][CH3:9])[O:4][CH2:5][CH3:6])[C:13]([O:15][CH2:16][CH3:17])=[O:14])#[N:11], predict the reactants needed to synthesize it. The reactants are: Br[CH2:2][CH:3]([O:7][CH2:8][CH3:9])[O:4][CH2:5][CH3:6].[C:10]([CH2:12][C:13]([O:15][CH2:16][CH3:17])=[O:14])#[N:11].C([O-])([O-])=O.[K+].[K+].[Na+].[I-]. (8) Given the product [ClH:1].[CH2:2]([N:9]1[C:10](=[O:25])[CH:11]2[NH:17][CH:14]([CH2:13][CH2:12]2)[C:15]1=[O:16])[C:3]1[CH:4]=[CH:5][CH:6]=[CH:7][CH:8]=1, predict the reactants needed to synthesize it. The reactants are: [ClH:1].[CH2:2]([N:9]1[C:15](=[O:16])[CH:14]2[N:17](CC3C=CC=CC=3)[CH:11]([CH2:12][CH2:13]2)[C:10]1=[O:25])[C:3]1[CH:8]=[CH:7][CH:6]=[CH:5][CH:4]=1.N#N. (9) Given the product [CH2:1]([O:8][C:9]1[CH:23]=[CH:22][C:12]([O:13][C:14]2[CH:15]=[C:16]([CH:19]=[CH:20][CH:21]=2)[C:17]([OH:27])=[O:25])=[CH:11][C:10]=1[CH3:24])[C:2]1[CH:7]=[CH:6][CH:5]=[CH:4][CH:3]=1, predict the reactants needed to synthesize it. The reactants are: [CH2:1]([O:8][C:9]1[CH:23]=[CH:22][C:12]([O:13][C:14]2[CH:15]=[C:16]([CH:19]=[CH:20][CH:21]=2)[C:17]#N)=[CH:11][C:10]=1[CH3:24])[C:2]1[CH:7]=[CH:6][CH:5]=[CH:4][CH:3]=1.[OH-:25].[K+].[OH:27]O.[OH-].[Na+].Cl. (10) Given the product [Cl:1][C:2]1[CH:3]=[N+:4]([O-:42])[CH:5]=[C:6]([Cl:41])[C:7]=1[CH2:8][C@@H:9]([C:26]1[CH:31]=[CH:30][C:29]([O:32][CH:33]([F:35])[F:34])=[C:28]([O:36][CH2:37][CH:38]2[CH2:39][CH2:40]2)[CH:27]=1)[O:10][C:11](=[O:25])[CH2:12][N:13]1[C:22]2[C:17](=[CH:18][CH:19]=[CH:20][CH:21]=2)[N:16]([CH2:44][CH2:45][N:46]2[CH2:51][CH2:50][O:49][CH2:48][CH2:47]2)[C:15](=[O:23])[C:14]1=[O:24], predict the reactants needed to synthesize it. The reactants are: [Cl:1][C:2]1[CH:3]=[N+:4]([O-:42])[CH:5]=[C:6]([Cl:41])[C:7]=1[CH2:8][C@@H:9]([C:26]1[CH:31]=[CH:30][C:29]([O:32][CH:33]([F:35])[F:34])=[C:28]([O:36][CH2:37][CH:38]2[CH2:40][CH2:39]2)[CH:27]=1)[O:10][C:11](=[O:25])[CH2:12][N:13]1[C:22]2[C:17](=[CH:18][CH:19]=[CH:20][CH:21]=2)[NH:16][C:15](=[O:23])[C:14]1=[O:24].Cl[CH2:44][CH2:45][N:46]1[CH2:51][CH2:50][O:49][CH2:48][CH2:47]1.C(=O)([O-])[O-].[K+].[K+].